Task: Predict the reaction yield, written as a fraction of the theoretical maximum amount of product (1.0 means a 100% yield; for example, 0.34 means a 34% yield).. Dataset: Reaction yield outcomes from USPTO patents with 853,638 reactions (1) The reactants are [CH2:1]1[CH:3]([C@H:4]([NH2:8])[C:5]([OH:7])=[O:6])[CH2:2]1.O.[F:10][C:11]([F:29])([F:28])[C:12]([O:15][C:16](=O)[O:17]C1C=CC([N+]([O-])=O)=CC=1)([CH3:14])[CH3:13].CCN(C(C)C)C(C)C. The catalyst is CC#N.CO. The product is [CH:3]1([CH:4]([NH:8][C:16]([O:15][C:12]([CH3:14])([CH3:13])[C:11]([F:29])([F:28])[F:10])=[O:17])[C:5]([OH:7])=[O:6])[CH2:2][CH2:1]1. The yield is 0.680. (2) The reactants are [NH2:1][CH2:2][CH2:3][CH2:4][CH2:5][O:6][C:7]1[CH:14]=[CH:13][CH:12]=[C:11]([N+:15]([O-:17])=[O:16])[C:8]=1[C:9]#[N:10].C(N(CC)CC)C.[C:25](Cl)(=[O:27])[CH3:26]. The catalyst is CN(C1C=CN=CC=1)C.ClCCl.CCOC(C)=O. The product is [C:9]([C:8]1[C:11]([N+:15]([O-:17])=[O:16])=[CH:12][CH:13]=[CH:14][C:7]=1[O:6][CH2:5][CH2:4][CH2:3][CH2:2][NH:1][C:25](=[O:27])[CH3:26])#[N:10]. The yield is 0.570. (3) The reactants are [CH3:1][O:2][C:3]([C:5]1[CH:6]=[C:7]([CH:11]=[C:12]([C:14]([O:16][CH3:17])=[O:15])[CH:13]=1)[C:8]([OH:10])=O)=[O:4].ON1C(=O)CCC1=O.[NH2:26][CH2:27][CH2:28][NH:29][C:30]([C:32]1[CH:33]=[C:34]([CH:49]=[CH:50][CH:51]=1)[O:35][CH2:36][CH:37]([N:46]=[N+:47]=[N-:48])[O:38][CH2:39][CH2:40][O:41][CH2:42][C:43]([O-:45])=[O:44])=[O:31].[Na+].CCN(C(C)C)C(C)C. The catalyst is CN(C=O)C.C(OCC)(=O)C. The product is [N:46]([CH:37]([O:38][CH2:39][CH2:40][O:41][CH2:42][C:43]([OH:45])=[O:44])[CH2:36][O:35][C:34]1[CH:49]=[CH:50][CH:51]=[C:32]([C:30](=[O:31])[NH:29][CH2:28][CH2:27][NH:26][C:8](=[O:10])[C:7]2[CH:11]=[C:12]([C:14]([O:16][CH3:17])=[O:15])[CH:13]=[C:5]([C:3]([O:2][CH3:1])=[O:4])[CH:6]=2)[CH:33]=1)=[N+:47]=[N-:48]. The yield is 0.660. (4) The reactants are S[C:2]1[CH:7]=[CH:6][CH:5]=[CH:4][N:3]=1.[S:8](=[O:12])(=O)(O)[OH:9].[Cl:13][O-].[Na+]. The catalyst is O. The product is [N:3]1[CH:4]=[CH:5][CH:6]=[CH:7][C:2]=1[S:8]([Cl:13])(=[O:12])=[O:9]. The yield is 0.770. (5) The product is [C:1]([O:49][C:46]([C:35]1[CH:30]=[CH:31][N:32]=[CH:33][C:34]=1[C:8]1[NH:9][C:10]2[C:15]([C:7]=1[CH:1]1[CH2:6][CH2:5][CH2:4][CH2:3][CH2:2]1)=[CH:14][CH:13]=[C:12]([C:16]([O:18][CH3:19])=[O:17])[CH:11]=2)=[O:47])([CH3:7])([CH3:6])[CH3:2]. The catalyst is C(O)C.C1C=CC([P]([Pd]([P](C2C=CC=CC=2)(C2C=CC=CC=2)C2C=CC=CC=2)([P](C2C=CC=CC=2)(C2C=CC=CC=2)C2C=CC=CC=2)[P](C2C=CC=CC=2)(C2C=CC=CC=2)C2C=CC=CC=2)(C2C=CC=CC=2)C2C=CC=CC=2)=CC=1.C1(C)C=CC=CC=1. The reactants are [CH:1]1([C:7]2[C:15]3[C:10](=[CH:11][C:12]([C:16]([O:18][CH3:19])=[O:17])=[CH:13][CH:14]=3)[NH:9][C:8]=2B2OC(C)(C)C(C)(C)O2)[CH2:6][CH2:5][CH2:4][CH2:3][CH2:2]1.Br[C:30]1[CH:31]=[N:32][CH:33]=[CH:34][C:35]=1NC(=O)OC(C)(C)C.[Li+].[Cl-].[C:46]([O-:49])([O-])=[O:47].[Na+].[Na+]. The yield is 0.380.